Dataset: NCI-60 drug combinations with 297,098 pairs across 59 cell lines. Task: Regression. Given two drug SMILES strings and cell line genomic features, predict the synergy score measuring deviation from expected non-interaction effect. (1) Drug 1: C1=CC(=CC=C1CCC2=CNC3=C2C(=O)NC(=N3)N)C(=O)NC(CCC(=O)O)C(=O)O. Drug 2: CCC1(CC2CC(C3=C(CCN(C2)C1)C4=CC=CC=C4N3)(C5=C(C=C6C(=C5)C78CCN9C7C(C=CC9)(C(C(C8N6C=O)(C(=O)OC)O)OC(=O)C)CC)OC)C(=O)OC)O.OS(=O)(=O)O. Cell line: CAKI-1. Synergy scores: CSS=12.9, Synergy_ZIP=-1.95, Synergy_Bliss=-0.983, Synergy_Loewe=1.14, Synergy_HSA=0.651. (2) Drug 1: CC1=C2C(C(=O)C3(C(CC4C(C3C(C(C2(C)C)(CC1OC(=O)C(C(C5=CC=CC=C5)NC(=O)OC(C)(C)C)O)O)OC(=O)C6=CC=CC=C6)(CO4)OC(=O)C)O)C)O. Drug 2: B(C(CC(C)C)NC(=O)C(CC1=CC=CC=C1)NC(=O)C2=NC=CN=C2)(O)O. Cell line: MCF7. Synergy scores: CSS=21.9, Synergy_ZIP=-4.95, Synergy_Bliss=-3.73, Synergy_Loewe=-9.19, Synergy_HSA=-9.27. (3) Drug 1: C1=CC(=CC=C1CCC2=CNC3=C2C(=O)NC(=N3)N)C(=O)NC(CCC(=O)O)C(=O)O. Drug 2: C1=NC2=C(N1)C(=S)N=CN2. Cell line: M14. Synergy scores: CSS=22.3, Synergy_ZIP=-12.9, Synergy_Bliss=-18.1, Synergy_Loewe=-14.4, Synergy_HSA=-12.5. (4) Drug 1: CC1C(C(CC(O1)OC2CC(OC(C2O)C)OC3=CC4=CC5=C(C(=O)C(C(C5)C(C(=O)C(C(C)O)O)OC)OC6CC(C(C(O6)C)O)OC7CC(C(C(O7)C)O)OC8CC(C(C(O8)C)O)(C)O)C(=C4C(=C3C)O)O)O)O. Drug 2: CC1CCC2CC(C(=CC=CC=CC(CC(C(=O)C(C(C(=CC(C(=O)CC(OC(=O)C3CCCCN3C(=O)C(=O)C1(O2)O)C(C)CC4CCC(C(C4)OC)O)C)C)O)OC)C)C)C)OC. Cell line: NCI-H226. Synergy scores: CSS=66.9, Synergy_ZIP=0.134, Synergy_Bliss=0.692, Synergy_Loewe=0.763, Synergy_HSA=0.786. (5) Drug 1: C1=NC(=NC(=O)N1C2C(C(C(O2)CO)O)O)N. Drug 2: CNC(=O)C1=NC=CC(=C1)OC2=CC=C(C=C2)NC(=O)NC3=CC(=C(C=C3)Cl)C(F)(F)F. Cell line: COLO 205. Synergy scores: CSS=36.3, Synergy_ZIP=-0.806, Synergy_Bliss=-0.344, Synergy_Loewe=-37.6, Synergy_HSA=-1.01. (6) Synergy scores: CSS=34.3, Synergy_ZIP=-1.85, Synergy_Bliss=5.63, Synergy_Loewe=-5.49, Synergy_HSA=7.25. Drug 1: CC(CN1CC(=O)NC(=O)C1)N2CC(=O)NC(=O)C2. Cell line: MALME-3M. Drug 2: C1=CC=C(C=C1)NC(=O)CCCCCCC(=O)NO. (7) Drug 1: CC1=C(N=C(N=C1N)C(CC(=O)N)NCC(C(=O)N)N)C(=O)NC(C(C2=CN=CN2)OC3C(C(C(C(O3)CO)O)O)OC4C(C(C(C(O4)CO)O)OC(=O)N)O)C(=O)NC(C)C(C(C)C(=O)NC(C(C)O)C(=O)NCCC5=NC(=CS5)C6=NC(=CS6)C(=O)NCCC[S+](C)C)O. Drug 2: CC1CCCC2(C(O2)CC(NC(=O)CC(C(C(=O)C(C1O)C)(C)C)O)C(=CC3=CSC(=N3)C)C)C. Cell line: HOP-92. Synergy scores: CSS=36.0, Synergy_ZIP=-7.38, Synergy_Bliss=-7.17, Synergy_Loewe=2.09, Synergy_HSA=3.24.